Dataset: Forward reaction prediction with 1.9M reactions from USPTO patents (1976-2016). Task: Predict the product of the given reaction. (1) Given the reactants Br[C:2]1[N:6]2[CH:7]=[C:8]([C:11]3[CH:12]=[C:13]([NH:19][S:20]([C:23]4[CH:28]=[CH:27][C:26]([F:29])=[CH:25][C:24]=4[F:30])(=[O:22])=[O:21])[C:14]([O:17][CH3:18])=[N:15][CH:16]=3)[CH:9]=[CH:10][C:5]2=[N:4][N:3]=1.C(N(CC)CC)C.[CH2:38]([OH:41])[C:39]#[CH:40], predict the reaction product. The product is: [F:30][C:24]1[CH:25]=[C:26]([F:29])[CH:27]=[CH:28][C:23]=1[S:20]([NH:19][C:13]1[C:14]([O:17][CH3:18])=[N:15][CH:16]=[C:11]([C:8]2[CH:9]=[CH:10][C:5]3[N:6]([C:2]([C:40]#[C:39][CH2:38][OH:41])=[N:3][N:4]=3)[CH:7]=2)[CH:12]=1)(=[O:21])=[O:22]. (2) The product is: [CH3:20][S:17]([CH2:16][CH2:15][CH2:14][CH2:13][C:8]1([C:6]([NH:5][C@H:4]([C:3]([OH:29])=[O:2])[CH2:21][C:22]2[CH:27]=[CH:26][CH:25]=[CH:24][CH:23]=2)=[O:7])[CH2:9][CH2:10][CH2:11][CH2:12]1)(=[O:18])=[O:19]. Given the reactants C[O:2][C:3](=[O:29])[C@H:4]([CH2:21][C:22]1[CH:27]=[CH:26][C:25](N)=[CH:24][CH:23]=1)[NH:5][C:6]([C:8]1([CH2:13][CH2:14][CH2:15][CH2:16][S:17]([CH3:20])(=[O:19])=[O:18])[CH2:12][CH2:11][CH2:10][CH2:9]1)=[O:7].CC1C(C(O)=O)=C(C(F)(F)F)C=C(C)N=1, predict the reaction product. (3) Given the reactants C([N:8]([CH2:51][C@@H:52]([C:61]1[CH:70]=[CH:69][C:68]([O:71]CC2C=CC=CC=2)=[C:67]2[C:62]=1[CH:63]=[CH:64][C:65](=[O:79])[NH:66]2)[O:53][Si:54]([C:57]([CH3:60])([CH3:59])[CH3:58])([CH3:56])[CH3:55])[CH2:9][CH2:10][C:11]1[CH:12]=[C:13]([NH:17][C:18]([CH2:20][CH2:21][CH2:22][N:23]([CH3:50])[C:24]([CH2:26][CH2:27][N:28]2[CH2:33][CH2:32][CH:31]([O:34][C:35](=[O:49])[NH:36][C:37]3[CH:42]=[CH:41][CH:40]=[CH:39][C:38]=3[C:43]3[CH:48]=[CH:47][CH:46]=[CH:45][CH:44]=3)[CH2:30][CH2:29]2)=[O:25])=[O:19])[CH:14]=[CH:15][CH:16]=1)C1C=CC=CC=1.C(O)(=O)C.O, predict the reaction product. The product is: [Si:54]([O:53][C@H:52]([C:61]1[CH:70]=[CH:69][C:68]([OH:71])=[C:67]2[C:62]=1[CH:63]=[CH:64][C:65](=[O:79])[NH:66]2)[CH2:51][NH:8][CH2:9][CH2:10][C:11]1[CH:12]=[C:13]([NH:17][C:18]([CH2:20][CH2:21][CH2:22][N:23]([CH3:50])[C:24]([CH2:26][CH2:27][N:28]2[CH2:33][CH2:32][CH:31]([O:34][C:35](=[O:49])[NH:36][C:37]3[CH:42]=[CH:41][CH:40]=[CH:39][C:38]=3[C:43]3[CH:44]=[CH:45][CH:46]=[CH:47][CH:48]=3)[CH2:30][CH2:29]2)=[O:25])=[O:19])[CH:14]=[CH:15][CH:16]=1)([C:57]([CH3:60])([CH3:58])[CH3:59])([CH3:55])[CH3:56]. (4) Given the reactants [Cl-].Cl[C:3]1[N:8]=[C:7]([C:9]2[S:13][CH:12]=[N:11][C:10]=2[C:14]2[CH:15]=[C:16]([NH:20][C:21](=[O:30])[C:22]3[C:27]([F:28])=[CH:26][CH:25]=[CH:24][C:23]=3[F:29])[CH:17]=[CH:18][CH:19]=2)[CH:6]=[CH:5][N:4]=1.[NH2:31][C:32]1[CH:33]=[C:34]([CH2:38][CH2:39][S:40]([NH2:43])(=[O:42])=[O:41])[CH:35]=[CH:36][CH:37]=1, predict the reaction product. The product is: [NH2:43][S:40]([CH2:39][CH2:38][C:34]1[CH:33]=[C:32]([NH:31][C:3]2[N:8]=[C:7]([C:9]3[S:13][CH:12]=[N:11][C:10]=3[C:14]3[CH:15]=[C:16]([NH:20][C:21](=[O:30])[C:22]4[C:27]([F:28])=[CH:26][CH:25]=[CH:24][C:23]=4[F:29])[CH:17]=[CH:18][CH:19]=3)[CH:6]=[CH:5][N:4]=2)[CH:37]=[CH:36][CH:35]=1)(=[O:41])=[O:42].